From a dataset of Full USPTO retrosynthesis dataset with 1.9M reactions from patents (1976-2016). Predict the reactants needed to synthesize the given product. Given the product [NH2:32][C@:16]12[CH2:28][CH2:27][C@@H:26]([C:29]([CH3:31])=[CH2:30])[C@@H:17]1[C@@H:18]1[C@@:13]([CH3:33])([CH2:14][CH2:15]2)[C@@:12]2([CH3:34])[C@@H:21]([C@:22]3([CH3:25])[C@@H:9]([CH2:10][CH2:11]2)[C:8]([CH3:35])([CH3:36])[C:7]([C:53]2[CH2:58][CH2:57][CH:56]([C:59]([O:61][CH2:62][CH3:63])=[O:60])[CH2:55][CH:54]=2)=[CH:24][CH2:23]3)[CH2:20][CH2:19]1, predict the reactants needed to synthesize it. The reactants are: FC(F)(F)S(O[C:7]1[C:8]([CH3:36])([CH3:35])[C@H:9]2[C@:22]([CH3:25])([CH2:23][CH:24]=1)[C@@H:21]1[C@:12]([CH3:34])([C@@:13]3([CH3:33])[C@H:18]([CH2:19][CH2:20]1)[C@H:17]1[C@H:26]([C:29]([CH3:31])=[CH2:30])[CH2:27][CH2:28][C@:16]1([NH2:32])[CH2:15][CH2:14]3)[CH2:11][CH2:10]2)(=O)=O.P(=O)(O)(O)O.[K].CC1(C)C(C)(C)OB([C:53]2[CH2:58][CH2:57][CH:56]([C:59]([O:61][CH2:62][CH3:63])=[O:60])[CH2:55][CH:54]=2)O1.C1(P(C2CCCCC2)C2C=CC=CC=2C2C(OC)=CC=CC=2OC)CCCCC1.